This data is from Forward reaction prediction with 1.9M reactions from USPTO patents (1976-2016). The task is: Predict the product of the given reaction. (1) Given the reactants [Br:1][C:2]1[CH:3]=[C:4]([CH:8]=[C:9]([O:11][CH3:12])[CH:10]=1)[C:5]([OH:7])=[O:6].[CH3:13]N(C=O)C.C(Cl)(=O)C.CO, predict the reaction product. The product is: [Br:1][C:2]1[CH:3]=[C:4]([CH:8]=[C:9]([O:11][CH3:12])[CH:10]=1)[C:5]([O:7][CH3:13])=[O:6]. (2) The product is: [F:26][C:20]1[CH:21]=[C:22]([F:25])[CH:23]=[CH:24][C:19]=1[N:17]([CH3:18])[C:15]([C:13]1[S:14][C:5]2[C:4]3[CH:3]=[C:2]([N:27]4[CH2:32][CH2:31][O:30][CH2:29][CH2:28]4)[CH:11]=[CH:10][C:9]=3[O:8][CH2:7][C:6]=2[CH:12]=1)=[O:16]. Given the reactants Br[C:2]1[CH:11]=[CH:10][C:9]2[O:8][CH2:7][C:6]3[CH:12]=[C:13]([C:15]([N:17]([C:19]4[CH:24]=[CH:23][C:22]([F:25])=[CH:21][C:20]=4[F:26])[CH3:18])=[O:16])[S:14][C:5]=3[C:4]=2[CH:3]=1.[NH:27]1[CH2:32][CH2:31][O:30][CH2:29][CH2:28]1, predict the reaction product.